From a dataset of Catalyst prediction with 721,799 reactions and 888 catalyst types from USPTO. Predict which catalyst facilitates the given reaction. (1) Reactant: [Cl:1][C:2]1[N:7]=[C:6]([C:8]([NH:10][NH:11][CH2:12][CH3:13])=[O:9])[C:5]([NH:14][C:15]([C:17]2[N:18]([C:23]3[C:28]([Cl:29])=[CH:27][CH:26]=[CH:25][N:24]=3)[N:19]=[C:20]([Br:22])[CH:21]=2)=[O:16])=[C:4]([CH3:30])[CH:3]=1.Cl[C:32]([O:34][CH3:35])=[O:33]. Product: [CH3:35][O:34][C:32]([N:11]([CH2:12][CH3:13])[NH:10][C:8]([C:6]1[C:5]([NH:14][C:15]([C:17]2[N:18]([C:23]3[C:28]([Cl:29])=[CH:27][CH:26]=[CH:25][N:24]=3)[N:19]=[C:20]([Br:22])[CH:21]=2)=[O:16])=[C:4]([CH3:30])[CH:3]=[C:2]([Cl:1])[N:7]=1)=[O:9])=[O:33]. The catalyst class is: 17. (2) Product: [Br:13][C:9]1[CH:10]=[CH:11][CH:12]=[C:7]([C:21]([CH:18]2[CH2:19][CH2:20][N:15]([CH3:14])[CH2:16][CH2:17]2)=[O:22])[N:8]=1. Reactant: C([Li])CCC.Br[C:7]1[CH:12]=[CH:11][CH:10]=[C:9]([Br:13])[N:8]=1.[CH3:14][N:15]1[CH2:20][CH2:19][CH:18]([C:21](N2CCCC2)=[O:22])[CH2:17][CH2:16]1. The catalyst class is: 237. (3) Reactant: [C:1]1([CH3:21])[CH:6]=[C:5]([CH3:7])[CH:4]=[C:3]([CH3:8])[C:2]=1[N:9]=[N:10][NH:11][C:12]1[C:17]([CH3:18])=[CH:16][C:15]([CH3:19])=[CH:14][C:13]=1[CH3:20].[C:22]1([C:28]#[CH:29])[CH:27]=[CH:26][CH:25]=[CH:24][CH:23]=1.ClOC(C)(C)C.[F:36][P-:37]([F:42])([F:41])([F:40])([F:39])[F:38].[K+]. Product: [F:36][P-:37]([F:42])([F:41])([F:40])([F:39])[F:38].[CH3:21][C:1]1[CH:6]=[C:5]([CH3:7])[CH:4]=[C:3]([CH3:8])[C:2]=1[NH+:9]1[CH:29]=[C:28]([C:22]2[CH:27]=[CH:26][CH:25]=[CH:24][CH:23]=2)[N:11]([C:12]2[C:13]([CH3:20])=[CH:14][C:15]([CH3:19])=[CH:16][C:17]=2[CH3:18])[NH:10]1. The catalyst class is: 4. (4) Reactant: [NH2:1][C:2]1[S:3][CH:4]=[CH:5][C:6]=1[C:7]([NH2:9])=[O:8].[F:10][C:11]1[CH:19]=[CH:18][CH:17]=[CH:16][C:12]=1[C:13](Cl)=[O:14]. Product: [F:10][C:11]1[CH:19]=[CH:18][CH:17]=[CH:16][C:12]=1[C:13]([NH:1][C:2]1[S:3][CH:4]=[CH:5][C:6]=1[C:7]([NH2:9])=[O:8])=[O:14]. The catalyst class is: 17.